Predict the product of the given reaction. From a dataset of Forward reaction prediction with 1.9M reactions from USPTO patents (1976-2016). Given the reactants [C:1]([O:4][C@H:5]([C@H:9]1[O:14][CH2:13][CH2:12][N:11]([C:15]2[CH:16]=[C:17]3[C:21](=[CH:22][CH:23]=2)[CH2:20][N:19]([CH3:24])[C:18]3=[O:25])[C:10]1=[O:26])[C:6](O)=[O:7])(=[O:3])[CH3:2].[NH2:27][C:28]1[CH:29]=[C:30]2[C:35](=[CH:36][CH:37]=1)[CH2:34][N:33]([C:38]([O:40][C:41]([CH3:44])([CH3:43])[CH3:42])=[O:39])[CH2:32][CH2:31]2, predict the reaction product. The product is: [C:1]([O:4][C@H:5]([C@H:9]1[O:14][CH2:13][CH2:12][N:11]([C:15]2[CH:16]=[C:17]3[C:21](=[CH:22][CH:23]=2)[CH2:20][N:19]([CH3:24])[C:18]3=[O:25])[C:10]1=[O:26])[C:6]([NH:27][C:28]1[CH:29]=[C:30]2[C:35](=[CH:36][CH:37]=1)[CH2:34][N:33]([C:38]([O:40][C:41]([CH3:44])([CH3:43])[CH3:42])=[O:39])[CH2:32][CH2:31]2)=[O:7])(=[O:3])[CH3:2].